Dataset: NCI-60 drug combinations with 297,098 pairs across 59 cell lines. Task: Regression. Given two drug SMILES strings and cell line genomic features, predict the synergy score measuring deviation from expected non-interaction effect. (1) Drug 1: C1CCN(CC1)CCOC2=CC=C(C=C2)C(=O)C3=C(SC4=C3C=CC(=C4)O)C5=CC=C(C=C5)O. Drug 2: CCN(CC)CCNC(=O)C1=C(NC(=C1C)C=C2C3=C(C=CC(=C3)F)NC2=O)C. Cell line: UO-31. Synergy scores: CSS=8.43, Synergy_ZIP=-2.91, Synergy_Bliss=0.910, Synergy_Loewe=1.35, Synergy_HSA=2.64. (2) Drug 1: CCC1=CC2CC(C3=C(CN(C2)C1)C4=CC=CC=C4N3)(C5=C(C=C6C(=C5)C78CCN9C7C(C=CC9)(C(C(C8N6C)(C(=O)OC)O)OC(=O)C)CC)OC)C(=O)OC.C(C(C(=O)O)O)(C(=O)O)O. Drug 2: CCCCCOC(=O)NC1=NC(=O)N(C=C1F)C2C(C(C(O2)C)O)O. Cell line: LOX IMVI. Synergy scores: CSS=41.3, Synergy_ZIP=-2.25, Synergy_Bliss=-2.48, Synergy_Loewe=-40.1, Synergy_HSA=0.212. (3) Drug 1: CC1C(C(CC(O1)OC2CC(CC3=C2C(=C4C(=C3O)C(=O)C5=C(C4=O)C(=CC=C5)OC)O)(C(=O)C)O)N)O.Cl. Drug 2: C(=O)(N)NO. Cell line: MCF7. Synergy scores: CSS=12.8, Synergy_ZIP=-4.36, Synergy_Bliss=0.134, Synergy_Loewe=-1.45, Synergy_HSA=1.17. (4) Drug 1: C1CN(P(=O)(OC1)NCCCl)CCCl. Drug 2: N.N.Cl[Pt+2]Cl. Cell line: SNB-19. Synergy scores: CSS=30.3, Synergy_ZIP=-0.0666, Synergy_Bliss=1.29, Synergy_Loewe=-16.0, Synergy_HSA=0.232. (5) Drug 1: C1=CC(=C2C(=C1NCCNCCO)C(=O)C3=C(C=CC(=C3C2=O)O)O)NCCNCCO. Drug 2: C1CCC(CC1)NC(=O)N(CCCl)N=O. Cell line: CAKI-1. Synergy scores: CSS=47.0, Synergy_ZIP=-12.6, Synergy_Bliss=-14.2, Synergy_Loewe=-10.3, Synergy_HSA=-7.56. (6) Drug 1: C1=NC2=C(N=C(N=C2N1C3C(C(C(O3)CO)O)O)F)N. Drug 2: C#CCC(CC1=CN=C2C(=N1)C(=NC(=N2)N)N)C3=CC=C(C=C3)C(=O)NC(CCC(=O)O)C(=O)O. Cell line: MDA-MB-231. Synergy scores: CSS=15.2, Synergy_ZIP=-4.86, Synergy_Bliss=-3.19, Synergy_Loewe=-0.929, Synergy_HSA=-1.47.